Predict the reactants needed to synthesize the given product. From a dataset of Full USPTO retrosynthesis dataset with 1.9M reactions from patents (1976-2016). Given the product [Cl:8][C:6]1[CH:5]=[C:4]([C:9]2([C:32]([F:33])([F:35])[F:34])[O:13][N:12]=[C:11]([C:14]3[CH:19]=[CH:18][C:17]([C:20]([N:22]4[CH2:26][C:25](=[O:27])[N:24]([CH2:44][C:45]([F:48])([F:47])[F:46])[CH2:23]4)=[O:21])=[C:16]([C:28]([F:31])([F:30])[F:29])[CH:15]=3)[CH2:10]2)[CH:3]=[C:2]([Cl:1])[CH:7]=1, predict the reactants needed to synthesize it. The reactants are: [Cl:1][C:2]1[CH:3]=[C:4]([C:9]2([C:32]([F:35])([F:34])[F:33])[O:13][N:12]=[C:11]([C:14]3[CH:19]=[CH:18][C:17]([C:20]([N:22]4[CH2:26][C:25](=[O:27])[NH:24][CH2:23]4)=[O:21])=[C:16]([C:28]([F:31])([F:30])[F:29])[CH:15]=3)[CH2:10]2)[CH:5]=[C:6]([Cl:8])[CH:7]=1.[H-].[Na+].FC(F)(F)S(O[CH2:44][C:45]([F:48])([F:47])[F:46])(=O)=O.